From a dataset of Catalyst prediction with 721,799 reactions and 888 catalyst types from USPTO. Predict which catalyst facilitates the given reaction. (1) Reactant: [N+:1]([C:4]1[CH:9]=[CH:8][CH:7]=[CH:6][C:5]=1[CH2:10][C:11]#[N:12])([O-:3])=[O:2].B.CSC. Product: [N+:1]([C:4]1[CH:9]=[CH:8][CH:7]=[CH:6][C:5]=1[CH2:10][CH2:11][NH2:12])([O-:3])=[O:2]. The catalyst class is: 7. (2) The catalyst class is: 3. Product: [I:1][C:2]1[CH:9]=[CH:8][C:5]([CH2:6][N:14]2[C:10](=[O:20])[C:11]3[C:12](=[CH:16][CH:17]=[CH:18][CH:19]=3)[C:13]2=[O:15])=[CH:4][CH:3]=1. Reactant: [I:1][C:2]1[CH:9]=[CH:8][C:5]([CH2:6]Br)=[CH:4][CH:3]=1.[C:10]1(=[O:20])[NH:14][C:13](=[O:15])[C:12]2=[CH:16][CH:17]=[CH:18][CH:19]=[C:11]12.C(=O)([O-])[O-].[Cs+].[Cs+]. (3) Reactant: [CH3:1][C:2]1[CH:6]=[C:5]([C:7]([OH:9])=O)[NH:4][N:3]=1.C1C=CC2N(O)N=NC=2C=1.N=C=N.[CH3:23][O:24][C:25]1[CH:26]=[C:27]([C:34]2[CH:38]=[CH:37][N:36]([CH2:39][CH2:40][NH2:41])[N:35]=2)[CH:28]=[CH:29][C:30]=1[N+:31]([O-:33])=[O:32].C(O)C(N)(CO)CO. Product: [CH3:23][O:24][C:25]1[CH:26]=[C:27]([C:34]2[CH:38]=[CH:37][N:36]([CH2:39][CH2:40][NH:41][C:7]([C:5]3[CH:6]=[C:2]([CH3:1])[NH:3][N:4]=3)=[O:9])[N:35]=2)[CH:28]=[CH:29][C:30]=1[N+:31]([O-:33])=[O:32]. The catalyst class is: 85. (4) Reactant: O=[C:2]1[CH2:22][CH2:21][C:5]2([CH2:10][CH2:9][N:8]([C:11]([O:13][CH2:14][C:15]3[CH:20]=[CH:19][CH:18]=[CH:17][CH:16]=3)=[O:12])[CH2:7][CH2:6]2)[CH:4]=[CH:3]1.[ClH:23].[C:24]([NH:28][NH2:29])([CH3:27])([CH3:26])[CH3:25]. Product: [ClH:23].[C:24]([NH:28]/[N:29]=[C:2]1/[CH:3]=[CH:4][C:5]2([CH2:21][CH2:22]/1)[CH2:10][CH2:9][N:8]([C:11]([O:13][CH2:14][C:15]1[CH:20]=[CH:19][CH:18]=[CH:17][CH:16]=1)=[O:12])[CH2:7][CH2:6]2)([CH3:27])([CH3:26])[CH3:25]. The catalyst class is: 8. (5) Reactant: [H-].[Na+].[Si:3]([O:10][CH2:11][CH2:12][CH2:13][CH2:14][CH2:15][CH2:16][CH2:17][CH2:18][CH2:19][N:20]([CH3:29])[C@H:21]1[C@H:25]2[CH2:26][CH2:27][C@@H:22]1[C@H:23]([OH:28])[CH2:24]2)([C:6]([CH3:9])([CH3:8])[CH3:7])([CH3:5])[CH3:4].C([O:32][C:33](=O)[C:34]([OH:45])([C:40]1[S:41][CH:42]=[CH:43][CH:44]=1)[C:35]1[S:36][CH:37]=[CH:38][CH:39]=1)C.[Cl-].[NH4+]. Product: [C:6]([Si:3]([CH3:4])([CH3:5])[O:10][CH2:11][CH2:12][CH2:13][CH2:14][CH2:15][CH2:16][CH2:17][CH2:18][CH2:19][N:20]([CH3:29])[C@H:21]1[C@H:25]2[CH2:26][CH2:27][C@@H:22]1[C@H:23]([O:28][C:33](=[O:32])[C:34]([OH:45])([C:35]1[S:36][CH:37]=[CH:38][CH:39]=1)[C:40]1[S:41][CH:42]=[CH:43][CH:44]=1)[CH2:24]2)([CH3:9])([CH3:8])[CH3:7]. The catalyst class is: 691.